Dataset: Full USPTO retrosynthesis dataset with 1.9M reactions from patents (1976-2016). Task: Predict the reactants needed to synthesize the given product. (1) Given the product [C:1]([C@@H:3]([NH:12][C:13]([C@@H:15]1[CH2:20][CH2:19][CH2:18][CH2:17][NH:16]1)=[O:14])[CH2:4][C:5]1[CH:6]=[CH:7][C:8]([C:45]2[CH:44]=[CH:43][C:42]([S:39](=[O:40])(=[O:41])[NH:38][CH2:37][CH2:36][OH:35])=[CH:47][CH:46]=2)=[CH:9][CH:10]=1)#[N:2], predict the reactants needed to synthesize it. The reactants are: [C:1]([C@@H:3]([NH:12][C:13]([C@@H:15]1[CH2:20][CH2:19][CH2:18][CH2:17][N:16]1C(OC(C)(C)C)=O)=[O:14])[CH2:4][C:5]1[CH:10]=[CH:9][C:8](I)=[CH:7][CH:6]=1)#[N:2].[Si]([O:35][CH2:36][CH2:37][NH:38][S:39]([C:42]1[CH:47]=[CH:46][C:45](B(O)O)=[CH:44][CH:43]=1)(=[O:41])=[O:40])(C(C)(C)C)(C)C.C(=O)([O-])[O-].[K+].[K+]. (2) Given the product [NH2:20][C:16]1[CH:15]=[C:14]([C:11]2([CH3:23])[CH:10]3[CH:12]2[CH2:13][N:8]([CH2:1][C:2]2[CH:3]=[CH:4][CH:5]=[CH:6][CH:7]=2)[C:9]3=[O:24])[CH:19]=[CH:18][CH:17]=1, predict the reactants needed to synthesize it. The reactants are: [CH2:1]([N:8]1[CH2:13][CH:12]2[CH:10]([C:11]2([CH3:23])[C:14]2[CH:19]=[CH:18][CH:17]=[C:16]([N+:20]([O-])=O)[CH:15]=2)[C:9]1=[O:24])[C:2]1[CH:7]=[CH:6][CH:5]=[CH:4][CH:3]=1.O.[Cl-].[Ca+2].[Cl-]. (3) Given the product [F:24][C@H:13]1[C@@H:14]([OH:20])[C@H:15]([OH:16])[C@@H:10]([CH2:9][OH:8])[O:11][C@@H:12]1[O:25][C:26]1[CH:31]=[CH:30][C:29]([C:32]2[CH:33]=[C:34]([CH:35]=[CH:36][CH:37]=2)[C:38]([NH:39][CH3:40])=[O:41])=[CH:28][C:27]=1[CH3:42], predict the reactants needed to synthesize it. The reactants are: C([O-])(=O)C.C([O:8][CH2:9][C@@H:10]1[C@@H:15]([O:16]C(=O)C)[C@H:14]([O:20]C(=O)C)[C@H:13]([F:24])[C@@H:12]([O:25][C:26]2[CH:31]=[CH:30][C:29]([C:32]3[CH:37]=[CH:36][CH:35]=[C:34]([C:38](=[O:41])[NH:39][CH3:40])[CH:33]=3)=[CH:28][C:27]=2[CH3:42])[O:11]1)(=O)C. (4) Given the product [O:1]=[C:2]1[N:6]([CH:7]([CH3:18])[C:8]([O:10][CH2:11][C:12]2[CH:17]=[CH:16][CH:15]=[CH:14][CH:13]=2)=[O:9])[CH2:5][CH2:4][O:3]1, predict the reactants needed to synthesize it. The reactants are: [O:1]=[C:2]1[N:6]([CH2:7][C:8]([O:10][CH2:11][C:12]2[CH:17]=[CH:16][CH:15]=[CH:14][CH:13]=2)=[O:9])[CH2:5][CH2:4][O:3]1.[CH:18]([N-]C(C)C)(C)C.[Li+].IC. (5) Given the product [Br:1][C:2]1[CH:3]=[CH:4][C:5]([CH2:8][OH:9])=[N:6][CH:7]=1, predict the reactants needed to synthesize it. The reactants are: [Br:1][C:2]1[CH:3]=[CH:4][C:5]([C:8](O)=[O:9])=[N:6][CH:7]=1.B.CSC.